This data is from Catalyst prediction with 721,799 reactions and 888 catalyst types from USPTO. The task is: Predict which catalyst facilitates the given reaction. (1) Reactant: [OH:1][C:2]1[CH:7]=[C:6]([CH3:8])[C:5]([C:9]2[CH:14]=[CH:13][CH:12]=[C:11]([CH:15]=O)[CH:10]=2)=[C:4]([CH3:17])[CH:3]=1.[NH2:18][C:19]1[CH:24]=[CH:23][C:22]([CH2:25][CH2:26][C:27]([O:29][CH2:30][CH3:31])=[O:28])=[C:21]([F:32])[CH:20]=1.C(O)(=O)C.C(O[BH-](OC(=O)C)OC(=O)C)(=O)C.[Na+]. Product: [F:32][C:21]1[CH:20]=[C:19]([NH:18][CH2:15][C:11]2[CH:10]=[C:9]([C:5]3[C:6]([CH3:8])=[CH:7][C:2]([OH:1])=[CH:3][C:4]=3[CH3:17])[CH:14]=[CH:13][CH:12]=2)[CH:24]=[CH:23][C:22]=1[CH2:25][CH2:26][C:27]([O:29][CH2:30][CH3:31])=[O:28]. The catalyst class is: 26. (2) Reactant: [NH2:1][C:2](=[O:38])[C@@H:3]([NH:6][CH2:7][C:8]1[CH:35]=[CH:34][C:11]([C:12]([NH:14][C:15]2[CH:20]=[CH:19][C:18]([Cl:21])=[CH:17][C:16]=2[N:22]2[CH2:27][CH2:26][N:25]([CH2:28][CH2:29][C:30]([F:33])([F:32])[F:31])[CH2:24][CH2:23]2)=[O:13])=[C:10]([F:36])[C:9]=1[F:37])[CH2:4][OH:5].[C:39](O[C:39]([O:41][C:42]([CH3:45])([CH3:44])[CH3:43])=[O:40])([O:41][C:42]([CH3:45])([CH3:44])[CH3:43])=[O:40].C([O-])([O-])=O.[K+].[K+]. Product: [NH2:1][C:2](=[O:38])[C@@H:3]([N:6]([CH2:7][C:8]1[CH:35]=[CH:34][C:11]([C:12](=[O:13])[NH:14][C:15]2[CH:20]=[CH:19][C:18]([Cl:21])=[CH:17][C:16]=2[N:22]2[CH2:23][CH2:24][N:25]([CH2:28][CH2:29][C:30]([F:33])([F:31])[F:32])[CH2:26][CH2:27]2)=[C:10]([F:36])[C:9]=1[F:37])[C:39](=[O:40])[O:41][C:42]([CH3:45])([CH3:44])[CH3:43])[CH2:4][OH:5]. The catalyst class is: 20. (3) Reactant: [CH2:1]1[C:7]2[CH:8]=[CH:9][CH:10]=[CH:11][C:6]=2[CH2:5][CH2:4][NH:3][CH2:2]1.FC(F)(F)C(O)=O.[S:19](=[O:23])(=[O:22])([OH:21])[OH:20].[N+:24]([O-])([OH:26])=[O:25]. Product: [S:19]([O-:23])([OH:22])(=[O:21])=[O:20].[N+:24]([C:11]1[CH:6]=[CH:5][C:4]2[NH:3][CH2:2][CH3+:1][CH2:7][CH2:8][C:9]=2[CH:10]=1)([O-:26])=[O:25]. The catalyst class is: 13.